From a dataset of Forward reaction prediction with 1.9M reactions from USPTO patents (1976-2016). Predict the product of the given reaction. Given the reactants [Cl:1][C:2]1[C:7]([N:8]2[CH2:13][CH2:12][O:11][CH:10]([CH2:14][NH:15]CC3C=CC(OC)=CC=3)[CH2:9]2)=[CH:6][C:5]([C:25]#[N:26])=[CH:4][C:3]=1[NH:27][C:28]1[N:33]=[C:32]([N:34]([CH:44]2[CH2:46][CH2:45]2)CC2C=CC(OC)=CC=2)[C:31]2=[N:47][CH:48]=[C:49]([C:50]#[N:51])[N:30]2[N:29]=1.C(N(CC)CC)C.[CH3:59][S:60](Cl)(=[O:62])=[O:61].C(=O)(O)[O-].[Na+], predict the reaction product. The product is: [Cl:1][C:2]1[C:3]([NH:27][C:28]2[N:33]=[C:32]([NH:34][CH:44]3[CH2:46][CH2:45]3)[C:31]3=[N:47][CH:48]=[C:49]([C:50]#[N:51])[N:30]3[N:29]=2)=[CH:4][C:5]([C:25]#[N:26])=[CH:6][C:7]=1[N:8]1[CH2:13][CH2:12][O:11][CH:10]([CH2:14][NH:15][S:60]([CH3:59])(=[O:62])=[O:61])[CH2:9]1.